This data is from Forward reaction prediction with 1.9M reactions from USPTO patents (1976-2016). The task is: Predict the product of the given reaction. (1) Given the reactants S(Cl)([Cl:4])(=O)=O.S[C:7]1[S:8][C:9]2[CH:15]=[CH:14][C:13]([C:16]([F:19])([F:18])[F:17])=[CH:12][C:10]=2[N:11]=1, predict the reaction product. The product is: [Cl:4][C:7]1[S:8][C:9]2[CH:15]=[CH:14][C:13]([C:16]([F:19])([F:18])[F:17])=[CH:12][C:10]=2[N:11]=1. (2) Given the reactants [CH3:1][O:2][CH:3]1[CH2:8][CH2:7][N:6]([CH2:9][CH2:10][NH:11][C:12]2[N:13]=[N+:14]([O-:25])[C:15]3[CH:24]=[C:23]4[C:19]([CH2:20][CH2:21][CH2:22]4)=[CH:18][C:16]=3[N:17]=2)[CH2:5][CH2:4]1.CO.CC[O:30]C(C)=O, predict the reaction product. The product is: [CH3:1][O:2][CH:3]1[CH2:8][CH2:7][N:6]([CH2:9][CH2:10][NH:11][C:12]2[N:13]=[N+:14]([O-:25])[C:15]3[CH:24]=[C:23]4[C:19]([CH2:20][CH2:21][CH2:22]4)=[CH:18][C:16]=3[N+:17]=2[O-:30])[CH2:5][CH2:4]1.